From a dataset of Full USPTO retrosynthesis dataset with 1.9M reactions from patents (1976-2016). Predict the reactants needed to synthesize the given product. (1) Given the product [CH3:1][CH2:2][C@@:3]1([OH:66])[CH2:22][N:20]2[CH2:21][C@@H:5]([CH2:6][C@:7]([C:56]([O:58][CH3:59])=[O:57])([C:23]3[CH:24]=[C:25]4[C@:33]56[C@@H:37]7[C@:38]([CH2:53][CH3:54])([C@@H:42]([O:49][C:50]([CH3:52])=[O:51])[C@:43]([OH:48])([C:44]([O:46][CH3:47])=[O:45])[C@@H:32]5[N:31]([CH3:55])[C:26]4=[CH:27][C:28]=3[O:29][CH3:30])[CH:39]=[CH:40][CH2:41][N:36]7[CH2:35][CH2:34]6)[C:8]3[NH:16][C:15]4[CH:14]=[CH:13][C:12]([Br:17])=[CH:11][C:10]=4[C:9]=3[CH2:18][CH2:19]2)[CH2:4]1, predict the reactants needed to synthesize it. The reactants are: [CH3:1][CH2:2][C:3]1[CH2:22][N:20]2[CH2:21][C@@H:5]([CH2:6][C@:7]([C:56]([O:58][CH3:59])=[O:57])([C:23]3[CH:24]=[C:25]4[C@:33]56[C@@H:37]7[C@:38]([CH2:53][CH3:54])([C@@H:42]([O:49][C:50]([CH3:52])=[O:51])[C@:43]([OH:48])([C:44]([O:46][CH3:47])=[O:45])[C@@H:32]5[N:31]([CH3:55])[C:26]4=[CH:27][C:28]=3[O:29][CH3:30])[CH:39]=[CH:40][CH2:41][N:36]7[CH2:35][CH2:34]6)[C:8]3[NH:16][C:15]4[CH:14]=[CH:13][C:12]([Br:17])=[CH:11][C:10]=4[C:9]=3[CH2:18][CH2:19]2)[CH:4]=1.Cl.C(C[OH:66])(F)(F)F.[BH4-].[Na+]. (2) Given the product [C:41]([C:2]1[N:7]=[CH:6][C:5]([S:8]([C:11]2[N:15]([C:16]3[CH:21]=[CH:20][CH:19]=[CH:18][C:17]=3[F:22])[N:14]=[C:13]([CH2:23][N:24]([CH3:32])[C:25](=[O:31])[O:26][C:27]([CH3:30])([CH3:29])[CH3:28])[CH:12]=2)(=[O:9])=[O:10])=[CH:4][CH:3]=1)#[N:40], predict the reactants needed to synthesize it. The reactants are: Cl[C:2]1[N:7]=[CH:6][C:5]([S:8]([C:11]2[N:15]([C:16]3[CH:21]=[CH:20][CH:19]=[CH:18][C:17]=3[F:22])[N:14]=[C:13]([CH2:23][N:24]([CH3:32])[C:25](=[O:31])[O:26][C:27]([CH3:30])([CH3:29])[CH3:28])[CH:12]=2)(=[O:10])=[O:9])=[CH:4][CH:3]=1.CS(C)=O.[C-]#N.[Na+].[N:40]12CCN(CC1)C[CH2:41]2.